From a dataset of Catalyst prediction with 721,799 reactions and 888 catalyst types from USPTO. Predict which catalyst facilitates the given reaction. (1) The catalyst class is: 48. Reactant: [CH2:1]([N:8]1[CH2:13][CH2:12][C:11]([CH3:15])(O)[CH2:10][CH2:9]1)[C:2]1[CH:7]=[CH:6][CH:5]=[CH:4][CH:3]=1.[OH-].[Na+]. Product: [CH2:1]([N:8]1[CH2:13][CH2:12][C:11]([CH3:15])([C:2]2[CH:7]=[CH:6][CH:5]=[CH:4][CH:3]=2)[CH2:10][CH2:9]1)[C:2]1[CH:7]=[CH:6][CH:5]=[CH:4][CH:3]=1. (2) Reactant: C1(P(C2CCCCC2)C2C=CC=CC=2C2C(CCC)=CC(CCC)=CC=2CCC)CCCCC1.[CH3:50][C:45]1([CH3:51])[C:46]([CH3:49])([CH3:48])[O:47][B:43]([B:43]2[O:47][C:46]([CH3:49])([CH3:48])[C:45]([CH3:51])([CH3:50])[O:44]2)[O:44]1.Br[C:54]1[CH:59]=[CH:58][C:57]([NH:60][C:61]([C:63]2[C:64](=[O:76])[N:65]([C:70]3[CH:75]=[CH:74][CH:73]=[CH:72][CH:71]=3)[N:66]([CH3:69])[C:67]=2[CH3:68])=[O:62])=[CH:56][C:55]=1[F:77].C([O-])(=O)C.[K+].N#N. Product: [F:77][C:55]1[CH:56]=[C:57]([NH:60][C:61]([C:63]2[C:64](=[O:76])[N:65]([C:70]3[CH:71]=[CH:72][CH:73]=[CH:74][CH:75]=3)[N:66]([CH3:69])[C:67]=2[CH3:68])=[O:62])[CH:58]=[CH:59][C:54]=1[B:43]1[O:44][C:45]([CH3:50])([CH3:51])[C:46]([CH3:48])([CH3:49])[O:47]1. The catalyst class is: 102. (3) Reactant: [C:1]([C:3]1[CH:4]=[C:5]([CH2:18][N:19]2[C:23]([CH3:24])=[CH:22][C:21]([NH:25]C(=O)OCC[Si](C)(C)C)=[N:20]2)[C:6]2[O:10][C:9]([C:11]3[CH:16]=[CH:15][CH:14]=[CH:13][CH:12]=3)=[CH:8][C:7]=2[CH:17]=1)#[N:2].[F-].C([N+](CCCC)(CCCC)CCCC)CCC. Product: [NH2:25][C:21]1[CH:22]=[C:23]([CH3:24])[N:19]([CH2:18][C:5]2[C:6]3[O:10][C:9]([C:11]4[CH:12]=[CH:13][CH:14]=[CH:15][CH:16]=4)=[CH:8][C:7]=3[CH:17]=[C:3]([C:1]#[N:2])[CH:4]=2)[N:20]=1. The catalyst class is: 7. (4) Reactant: [O:1]1[C:5]2[CH:6]=[CH:7][CH:8]=[CH:9][C:4]=2[NH:3][C:2]1=[C:10]([C:25]#[N:26])[C:11]1[CH:16]=[CH:15][N:14]=[C:13]([NH:17][CH2:18][CH2:19][CH2:20][C:21](OC)=[O:22])[N:12]=1.[CH3:27][N:28]1[CH2:33][CH2:32][NH:31][CH2:30][CH2:29]1. Product: [O:1]1[C:5]2[CH:6]=[CH:7][CH:8]=[CH:9][C:4]=2[NH:3][C:2]1=[C:10]([C:11]1[CH:16]=[CH:15][N:14]=[C:13]([NH:17][CH2:18][CH2:19][CH2:20][C:21]([N:31]2[CH2:32][CH2:33][N:28]([CH3:27])[CH2:29][CH2:30]2)=[O:22])[N:12]=1)[C:25]#[N:26]. The catalyst class is: 5. (5) Reactant: [F:1][C:2]([F:28])([C:18]1[CH:23]=[CH:22][C:21]([C:24]([F:27])([F:26])[F:25])=[CH:20][CH:19]=1)[CH2:3][N:4]1[CH2:9][CH2:8][CH:7]([NH:10]C(=O)OC(C)(C)C)[CH2:6][CH2:5]1.C(O)(C(F)(F)F)=O. Product: [F:28][C:2]([F:1])([C:18]1[CH:23]=[CH:22][C:21]([C:24]([F:25])([F:26])[F:27])=[CH:20][CH:19]=1)[CH2:3][N:4]1[CH2:5][CH2:6][CH:7]([NH2:10])[CH2:8][CH2:9]1. The catalyst class is: 2. (6) Reactant: FC(F)(F)S(O[C:7]1[CH:16]=[CH:15][C:10]2[C:11](=[O:14])[O:12][CH2:13][C:9]=2[C:8]=1[CH3:17])(=O)=O.C([Si](C(C)C)(C(C)C)[SH:24])(C)C. Product: [CH3:17][C:8]1[C:9]2[CH2:13][O:12][C:11](=[O:14])[C:10]=2[CH:15]=[CH:16][C:7]=1[SH:24]. The catalyst class is: 11. (7) The catalyst class is: 411. Product: [CH2:1]([C:8]1([C:13]2[CH:14]=[C:15]([CH:29]=[CH:30][CH:31]=2)[O:16][CH2:17][CH2:18][NH:19][S:20]([C:23]2[N:24]=[CH:25][N:26]([CH3:28])[CH:27]=2)(=[O:22])=[O:21])[CH2:12][CH2:11][N:10]([CH:33]([CH3:35])[CH3:32])[CH2:9]1)[C:2]1[CH:7]=[CH:6][CH:5]=[CH:4][CH:3]=1. Reactant: [CH2:1]([C:8]1([C:13]2[CH:14]=[C:15]([CH:29]=[CH:30][CH:31]=2)[O:16][CH2:17][CH2:18][NH:19][S:20]([C:23]2[N:24]=[CH:25][N:26]([CH3:28])[CH:27]=2)(=[O:22])=[O:21])[CH2:12][CH2:11][NH:10][CH2:9]1)[C:2]1[CH:7]=[CH:6][CH:5]=[CH:4][CH:3]=1.[CH3:32][C:33]([CH3:35])=O.[O-]S([O-])(=O)=O.[Na+].[Na+].C(O[BH-](OC(=O)C)OC(=O)C)(=O)C.[Na+].C([O-])(O)=O.[Na+].